Dataset: Catalyst prediction with 721,799 reactions and 888 catalyst types from USPTO. Task: Predict which catalyst facilitates the given reaction. (1) Reactant: [CH:1]1([N:6]2[CH2:12][C:11]([F:14])([F:13])[C:10](=[O:15])[N:9]([CH3:16])[C:8]3[CH:17]=[N:18][C:19]([NH:21][C:22]4[CH:30]=[CH:29][C:25]([C:26](O)=[O:27])=[CH:24][C:23]=4[CH2:31][CH3:32])=[N:20][C:7]2=3)[CH2:5][CH2:4][CH2:3][CH2:2]1.O[N:34]1[C:38]2C=CC=CC=2N=N1.F[P-](F)(F)(F)(F)F.CN(C(N(C)C)=[N+]1C2C=CC=CC=2[N+]([O-])=N1)C.C(N(C(C)C)CC)(C)C.Cl.CN. Product: [CH:1]1([N:6]2[CH2:12][C:11]([F:14])([F:13])[C:10](=[O:15])[N:9]([CH3:16])[C:8]3[CH:17]=[N:18][C:19]([NH:21][C:22]4[CH:30]=[CH:29][C:25]([C:26]([NH:34][CH3:38])=[O:27])=[CH:24][C:23]=4[CH2:31][CH3:32])=[N:20][C:7]2=3)[CH2:2][CH2:3][CH2:4][CH2:5]1. The catalyst class is: 9. (2) Reactant: [OH:1][C:2]1[CH:3]=[C:4]([C@H:8]2[CH2:10][C@@H:9]2[C:11]([NH:13][C@@H:14]([C:16]2[CH:21]=[CH:20][C:19]([O:22][CH2:23][C:24]([F:27])([F:26])[F:25])=[CH:18][N:17]=2)[CH3:15])=[O:12])[CH:5]=[CH:6][CH:7]=1.Cl[CH2:29][C:30]1([CH3:34])[CH2:33][O:32][CH2:31]1.C(=O)([O-])[O-].[K+].[K+].O. Product: [CH3:29][C:30]1([CH2:34][O:1][C:2]2[CH:3]=[C:4]([C@H:8]3[CH2:10][C@@H:9]3[C:11]([NH:13][C@@H:14]([C:16]3[CH:21]=[CH:20][C:19]([O:22][CH2:23][C:24]([F:27])([F:25])[F:26])=[CH:18][N:17]=3)[CH3:15])=[O:12])[CH:5]=[CH:6][CH:7]=2)[CH2:33][O:32][CH2:31]1. The catalyst class is: 3. (3) Reactant: C([O:5][CH:6]([O:10][C:11]([CH3:14])([CH3:13])[CH3:12])N(C)C)(C)(C)C.[OH:15][C@H:16]1[CH2:21][CH2:20][C@H:19](C(O)=O)[CH2:18][CH2:17]1. Product: [C:11]([O:10][C:6]([C@H:19]1[CH2:20][CH2:21][C@H:16]([OH:15])[CH2:17][CH2:18]1)=[O:5])([CH3:12])([CH3:13])[CH3:14]. The catalyst class is: 691.